From a dataset of Peptide-MHC class II binding affinity with 134,281 pairs from IEDB. Regression. Given a peptide amino acid sequence and an MHC pseudo amino acid sequence, predict their binding affinity value. This is MHC class II binding data. The peptide sequence is IGTGDDCISIGPGST. The MHC is HLA-DPA10103-DPB10301 with pseudo-sequence HLA-DPA10103-DPB10301. The binding affinity (normalized) is 0.